From a dataset of Peptide-MHC class II binding affinity with 134,281 pairs from IEDB. Regression. Given a peptide amino acid sequence and an MHC pseudo amino acid sequence, predict their binding affinity value. This is MHC class II binding data. The peptide sequence is NFLGPIAVGGLLMML. The MHC is HLA-DQA10201-DQB10301 with pseudo-sequence HLA-DQA10201-DQB10301. The binding affinity (normalized) is 0.628.